Dataset: Forward reaction prediction with 1.9M reactions from USPTO patents (1976-2016). Task: Predict the product of the given reaction. (1) The product is: [CH2:30]([C:31]1[C:10]2[C:9](=[O:19])[N:8]([C:4]3[CH:5]=[CH:6][CH:7]=[C:2]([F:1])[CH:3]=3)[C:17]3[N:16]=[CH:15][CH:14]=[CH:13][C:12]=3[C:11]=2[NH:36][N:35]=1)[C:24]1[CH:29]=[CH:28][CH:27]=[CH:26][CH:25]=1. Given the reactants [F:1][C:2]1[CH:3]=[C:4]([N:8]2[C:17]3[C:12](=[CH:13][CH:14]=[CH:15][N:16]=3)[C:11](O)=[CH:10][C:9]2=[O:19])[CH:5]=[CH:6][CH:7]=1.[H-].[Na+].[H][H].[C:24]1([CH2:30][C:31](Cl)=O)[CH:29]=[CH:28][CH:27]=[CH:26][CH:25]=1.O.[NH2:35][NH2:36], predict the reaction product. (2) Given the reactants CC([NH:4][C@@H:5]([C:9](NCC1C=CC=CC=1)=[O:10])[CH2:6][O:7][CH3:8])=O.N[C@@H](C(O)=O)C[OH:22].[ClH:26], predict the reaction product. The product is: [ClH:26].[CH3:8][O:7][C:6](=[O:22])[C@@H:5]([CH2:9][OH:10])[NH2:4]. (3) Given the reactants [CH:1]1([CH2:4][O:5][C:6]2[CH:11]=[C:10]([O:12][CH3:13])[C:9]([F:14])=[CH:8][C:7]=2[C:15]2[C:16]3[NH:23][C:22]([CH3:24])=[C:21]([C:25](O)=[O:26])[C:17]=3[N:18]=[CH:19][N:20]=2)[CH2:3][CH2:2]1.CCN(C(C)C)C(C)C.[NH2:37][C@H:38]([CH2:66][C:67]1[CH:72]=[CH:71][CH:70]=[CH:69][CH:68]=1)[C:39]([N:41]1[CH2:46][CH2:45][CH:44]([N:47]2[C:52](=[O:53])[C:51]([CH3:55])([CH3:54])[CH2:50][C:49]([C:56]3[CH:61]=[CH:60][C:59]([O:62][CH3:63])=[C:58]([O:64][CH3:65])[CH:57]=3)=[N:48]2)[CH2:43][CH2:42]1)=[O:40].CCOC(C(C#N)=NOC(N1CCOCC1)=[N+](C)C)=O.F[P-](F)(F)(F)(F)F.C(=O)(O)[O-].[Na+], predict the reaction product. The product is: [CH:1]1([CH2:4][O:5][C:6]2[CH:11]=[C:10]([O:12][CH3:13])[C:9]([F:14])=[CH:8][C:7]=2[C:15]2[C:16]3[NH:23][C:22]([CH3:24])=[C:21]([C:25]([NH:37][C@H:38]([CH2:66][C:67]4[CH:72]=[CH:71][CH:70]=[CH:69][CH:68]=4)[C:39]([N:41]4[CH2:42][CH2:43][CH:44]([N:47]5[C:52](=[O:53])[C:51]([CH3:55])([CH3:54])[CH2:50][C:49]([C:56]6[CH:61]=[CH:60][C:59]([O:62][CH3:63])=[C:58]([O:64][CH3:65])[CH:57]=6)=[N:48]5)[CH2:45][CH2:46]4)=[O:40])=[O:26])[C:17]=3[N:18]=[CH:19][N:20]=2)[CH2:2][CH2:3]1. (4) Given the reactants C(=O)([O-])[O-].[Cs+].[Cs+].[CH3:7][C:8]1[O:12][N:11]=[C:10]([C:13]2[CH:14]=[C:15]([OH:19])[CH:16]=[CH:17][CH:18]=2)[N:9]=1.Br[CH:21]([CH2:27][CH2:28][CH3:29])[C:22]([O:24][CH2:25][CH3:26])=[O:23], predict the reaction product. The product is: [CH3:7][C:8]1[O:12][N:11]=[C:10]([C:13]2[CH:14]=[C:15]([CH:16]=[CH:17][CH:18]=2)[O:19][CH:21]([CH2:27][CH2:28][CH3:29])[C:22]([O:24][CH2:25][CH3:26])=[O:23])[N:9]=1. (5) Given the reactants [Cl:1][C:2]1[N:7]=[C:6]([Cl:8])[CH:5]=[CH:4][N:3]=1.[CH2:9]([NH:11][CH3:12])[CH3:10], predict the reaction product. The product is: [Cl:1][C:2]1[N:7]=[C:6]([N:11]([CH2:9][CH3:10])[CH3:12])[CH:5]=[CH:4][N:3]=1.[Cl:8][C:6]1[CH:5]=[CH:4][N:3]=[C:2]([N:11]([CH2:9][CH3:10])[CH3:12])[N:7]=1.